Dataset: Reaction yield outcomes from USPTO patents with 853,638 reactions. Task: Predict the reaction yield, written as a fraction of the theoretical maximum amount of product (1.0 means a 100% yield; for example, 0.34 means a 34% yield). The reactants are [NH2:1][C:2]1[CH:10]=[C:9]([F:11])[CH:8]=[CH:7][C:3]=1[C:4](O)=O.C(O)(=O)[C:13]1[C:14](=[CH:16]C=CC=1)[NH2:15].[CH:22]([CH:25]1[CH2:30][C:29](=O)[CH2:28][C:27](=[O:32])[CH2:26]1)([CH3:24])[CH3:23].CC1(C)CC(=O)CC(=O)C1. The catalyst is C1(C)C=CC=CC=1. The product is [F:11][C:9]1[CH:8]=[CH:7][C:3]2[C:4]3[C:28]4[C:27](=[O:32])[CH2:26][CH:25]([CH:22]([CH3:23])[CH3:24])[CH2:30][C:29]=4[N:15]=[C:14]([CH3:16])[C:13]=3[NH:1][C:2]=2[CH:10]=1. The yield is 0.660.